This data is from Reaction yield outcomes from USPTO patents with 853,638 reactions. The task is: Predict the reaction yield, written as a fraction of the theoretical maximum amount of product (1.0 means a 100% yield; for example, 0.34 means a 34% yield). (1) The reactants are [F:1][C:2]([F:16])([F:15])[C:3]1[CH:8]=[C:7]([C:9]([F:12])([F:11])[F:10])[CH:6]=[C:5]([NH2:13])[C:4]=1[NH2:14].[CH3:17][S:18][CH2:19][C:20](O)=[O:21].CN(C(ON1N=NC2C=CC=NC1=2)=[N+](C)C)C.F[P-](F)(F)(F)(F)F.C(N(CC)CC)C. The catalyst is ClCCl. The product is [NH2:14][C:4]1[C:3]([C:2]([F:15])([F:16])[F:1])=[CH:8][C:7]([C:9]([F:12])([F:11])[F:10])=[CH:6][C:5]=1[NH:13][C:20](=[O:21])[CH2:19][S:18][CH3:17]. The yield is 0.590. (2) The yield is 0.640. The reactants are C([O:8][C@H:9]1[C@H:14]([O:15]CC2C=CC=CC=2)[C@@H:13]([O:23]CC2C=CC=CC=2)[C@H:12]([C:31]2[CH:36]=[CH:35][C:34]([Cl:37])=[C:33]([CH2:38][C:39]3[CH:44]=[CH:43][C:42]([CH2:45][CH2:46][O:47][CH:48]([F:50])[F:49])=[CH:41][CH:40]=3)[CH:32]=2)[O:11][C@@H:10]1[CH2:51][O:52]CC1C=CC=CC=1)C1C=CC=CC=1.CO.O1CCCC1. The catalyst is [Pd].ClC1C=CC=CC=1Cl. The product is [Cl:37][C:34]1[CH:35]=[CH:36][C:31]([C@H:12]2[C@H:13]([OH:23])[C@@H:14]([OH:15])[C@H:9]([OH:8])[C@@H:10]([CH2:51][OH:52])[O:11]2)=[CH:32][C:33]=1[CH2:38][C:39]1[CH:44]=[CH:43][C:42]([CH2:45][CH2:46][O:47][CH:48]([F:50])[F:49])=[CH:41][CH:40]=1. (3) The reactants are [CH3:1][C:2]([CH3:9])([C:5]([CH3:8])([CH3:7])[CH3:6])[CH2:3][OH:4].[Cr](Cl)([O-])(=O)=O.[NH+]1C=CC=CC=1. The catalyst is C(Cl)Cl. The product is [CH3:1][C:2]([CH3:9])([C:5]([CH3:8])([CH3:7])[CH3:6])[CH:3]=[O:4]. The yield is 0.650. (4) The reactants are Br[C:2]1[CH:9]=[CH:8][C:5]([C:6]#[N:7])=[CH:4][CH:3]=1.[CH:10]([C:13]1[CH:14]=[C:15]([OH:19])[CH:16]=[CH:17][CH:18]=1)([CH3:12])[CH3:11]. No catalyst specified. The product is [CH:10]([C:13]1[CH:14]=[C:15]([CH:16]=[CH:17][CH:18]=1)[O:19][C:2]1[CH:9]=[CH:8][C:5]([C:6]#[N:7])=[CH:4][CH:3]=1)([CH3:12])[CH3:11]. The yield is 0.330. (5) The yield is 0.630. The product is [Cl:9][CH2:10][C:11]([C:6]1[CH:7]=[C:2]([Cl:1])[CH:3]=[CH:4][C:5]=1[OH:8])=[O:12]. The reactants are [Cl:1][C:2]1[CH:7]=[CH:6][C:5]([OH:8])=[CH:4][CH:3]=1.[Cl:9][CH2:10][C:11](Cl)=[O:12].[Cl-].[Al+3].[Cl-].[Cl-]. No catalyst specified.